This data is from Reaction yield outcomes from USPTO patents with 853,638 reactions. The task is: Predict the reaction yield, written as a fraction of the theoretical maximum amount of product (1.0 means a 100% yield; for example, 0.34 means a 34% yield). (1) The reactants are [C:1](=[O:26])([O:7][C:8]1[N:12]([C:13]2[CH:18]=[CH:17][CH:16]=[CH:15][N:14]=2)[N:11]=[C:10]([C:19]2[CH:24]=[CH:23][C:22](I)=[CH:21][CH:20]=2)[CH:9]=1)[O:2][C:3]([CH3:6])([CH3:5])[CH3:4].[CH3:27][O:28][C:29]1[CH:34]=[CH:33][C:32](B(O)O)=[CH:31][CH:30]=1.C1(B(O)O)C=CC=CC=1. No catalyst specified. The product is [C:1](=[O:26])([O:7][C:8]1[N:12]([C:13]2[CH:18]=[CH:17][CH:16]=[CH:15][N:14]=2)[N:11]=[C:10]([C:19]2[CH:24]=[CH:23][C:22]([C:32]3[CH:33]=[CH:34][C:29]([O:28][CH3:27])=[CH:30][CH:31]=3)=[CH:21][CH:20]=2)[CH:9]=1)[O:2][C:3]([CH3:6])([CH3:5])[CH3:4]. The yield is 0.980. (2) The reactants are [CH3:1][C:2]1[N:6]=[CH:5][NH:4][N:3]=1.F[C:8]1[CH:13]=[CH:12][C:11]([N+:14]([O-:16])=[O:15])=[CH:10][C:9]=1[F:17].C(=O)(O)[O-].[Na+].O. The catalyst is CS(C)=O. The product is [F:17][C:9]1[CH:10]=[C:11]([N+:14]([O-:16])=[O:15])[CH:12]=[CH:13][C:8]=1[N:4]1[CH:5]=[N:6][C:2]([CH3:1])=[N:3]1. The yield is 0.170. (3) The reactants are [C:1]1([C:7]#C)[CH:6]=[CH:5][CH:4]=[CH:3][CH:2]=1.N([CH2:12]CCC1C=CNC(=O)C=1OCC1C=CC=CC=1)=[N+]=[N-].[C:30]1([N:36]2[CH:41]=[CH:40][C:39]([CH2:42][CH2:43][C:44]3[N:45]=[N:46][NH:47][CH:48]=3)=[C:38]([O:49]C)[C:37]2=[O:51])[CH:35]=[CH:34][CH:33]=[CH:32][CH:31]=1. No catalyst specified. The product is [C:30]1([N:36]2[CH:41]=[CH:40][C:39]([CH2:42][CH2:43][CH2:44][C:48]3[N:47]=[N:46][NH:45][CH:12]=3)=[C:38]([O:49][CH2:7][C:1]3[CH:2]=[CH:3][CH:4]=[CH:5][CH:6]=3)[C:37]2=[O:51])[CH:35]=[CH:34][CH:33]=[CH:32][CH:31]=1. The yield is 0.770.